Predict the reaction yield, written as a fraction of the theoretical maximum amount of product (1.0 means a 100% yield; for example, 0.34 means a 34% yield). From a dataset of Reaction yield outcomes from USPTO patents with 853,638 reactions. (1) The reactants are [CH3:1][C:2]1[N:6]([CH2:7][C:8]2[CH:13]=[CH:12][C:11]([N+:14]([O-])=O)=[CH:10][CH:9]=2)[CH:5]=[N:4][CH:3]=1. The catalyst is [C].[Pd].C(O)C. The product is [NH2:14][C:11]1[CH:12]=[CH:13][C:8]([CH2:7][N:6]2[C:2]([CH3:1])=[CH:3][N:4]=[CH:5]2)=[CH:9][CH:10]=1. The yield is 0.970. (2) The reactants are [N:1]1[C:10]2[CH:9]([NH2:11])[CH2:8][CH2:7][CH2:6][C:5]=2[CH:4]=[CH:3][CH:2]=1.[N+:12]([C:15]1[CH:20]=[CH:19][CH:18]=[CH:17][C:16]=1[S:21](Cl)(=[O:23])=[O:22])([O-:14])=[O:13].CCN(CC)CC.N#N. The catalyst is C1COCC1. The product is [N+:12]([C:15]1[CH:20]=[CH:19][CH:18]=[CH:17][C:16]=1[S:21]([NH:11][CH:9]1[C:10]2[N:1]=[CH:2][CH:3]=[CH:4][C:5]=2[CH2:6][CH2:7][CH2:8]1)(=[O:23])=[O:22])([O-:14])=[O:13]. The yield is 0.940. (3) The reactants are [Br:1][C:2]1[CH:11]=[CH:10][C:5]2[NH:6][C:7](=O)[NH:8][C:4]=2[CH:3]=1.P(Cl)(Cl)([Cl:14])=O. No catalyst specified. The product is [Br:1][C:2]1[CH:11]=[CH:10][C:5]2[N:6]=[C:7]([Cl:14])[NH:8][C:4]=2[CH:3]=1. The yield is 0.690.